From a dataset of Peptide-MHC class I binding affinity with 185,985 pairs from IEDB/IMGT. Regression. Given a peptide amino acid sequence and an MHC pseudo amino acid sequence, predict their binding affinity value. This is MHC class I binding data. (1) The peptide sequence is RRDYRRGL. The MHC is Mamu-B01 with pseudo-sequence Mamu-B01. The binding affinity (normalized) is 0.168. (2) The peptide sequence is MQDGRFDGI. The MHC is HLA-A02:01 with pseudo-sequence HLA-A02:01. The binding affinity (normalized) is 0.503. (3) The peptide sequence is SIIQEKLGY. The MHC is HLA-B18:01 with pseudo-sequence HLA-B18:01. The binding affinity (normalized) is 0.0847. (4) The peptide sequence is FEMKAPFSSL. The MHC is HLA-B38:01 with pseudo-sequence HLA-B38:01. The binding affinity (normalized) is 0.250. (5) The peptide sequence is NNANVYREGV. The MHC is H-2-Kb with pseudo-sequence H-2-Kb. The binding affinity (normalized) is 0.